From a dataset of Reaction yield outcomes from USPTO patents with 853,638 reactions. Predict the reaction yield, written as a fraction of the theoretical maximum amount of product (1.0 means a 100% yield; for example, 0.34 means a 34% yield). (1) The reactants are [CH3:1][NH:2][CH2:3][C:4]1[N:5]([CH3:13])[C:6]2[C:11]([CH:12]=1)=[CH:10][CH:9]=[CH:8][CH:7]=2.CNCC1C=CC2C(=CC=CC=2)C=1CCC.[ClH:30].[O:31]=[C:32]1[C@H:41]2[N:37]([CH2:38][CH2:39][CH2:40]2)[CH2:36][C:35]2[CH:42]=[C:43](/[CH:46]=[CH:47]/[C:48](O)=[O:49])[CH:44]=[N:45][C:34]=2[NH:33]1.Cl.CN1CC2C=C(/C=C/C(O)=O)C=NC=2NC(=O)C1. The catalyst is CO. The product is [ClH:30].[CH3:1][N:2]([CH2:3][C:4]1[N:5]([CH3:13])[C:6]2[C:11]([CH:12]=1)=[CH:10][CH:9]=[CH:8][CH:7]=2)[C:48](=[O:49])/[CH:47]=[CH:46]/[C:43]1[CH:44]=[N:45][C:34]2[NH:33][C:32](=[O:31])[C@H:41]3[N:37]([CH2:38][CH2:39][CH2:40]3)[CH2:36][C:35]=2[CH:42]=1. The yield is 0.230. (2) The reactants are [Cl:1][C:2]1[CH:10]=[C:9]2[C:5]([CH:6]=[C:7]([C:11]([O:13][CH2:14]C)=[O:12])[NH:8]2)=[CH:4][CH:3]=1.[Mg].[Cl-].[NH4+].C(OCC)(=O)C. The catalyst is CO. The product is [Cl:1][C:2]1[CH:10]=[C:9]2[C:5]([CH2:6][CH:7]([C:11]([O:13][CH3:14])=[O:12])[NH:8]2)=[CH:4][CH:3]=1. The yield is 0.630. (3) The reactants are Cl[CH2:2][C:3]([NH:5][C:6]1[CH:7]=[C:8]2[C:13](=[CH:14][CH:15]=1)[N:12]=[C:11]([NH:16][CH:17]1[C:25]3[C:20](=[CH:21][CH:22]=[CH:23][C:24]=3[O:26][CH3:27])[CH2:19][CH2:18]1)[CH:10]=[CH:9]2)=[O:4].[CH3:28][N:29]([CH3:33])[CH2:30][CH2:31][NH2:32]. The catalyst is C(=O)(O)[O-].[Na+]. The product is [CH3:28][N:29]([CH3:33])[CH2:30][CH2:31][NH:32][CH2:2][C:3]([NH:5][C:6]1[CH:7]=[C:8]2[C:13](=[CH:14][CH:15]=1)[N:12]=[C:11]([NH:16][CH:17]1[C:25]3[C:20](=[CH:21][CH:22]=[CH:23][C:24]=3[O:26][CH3:27])[CH2:19][CH2:18]1)[CH:10]=[CH:9]2)=[O:4]. The yield is 0.870. (4) The reactants are [F:1][C:2]1[C:11]([N+:12]([O-])=O)=[CH:10][CH:9]=[C:8]([F:15])[C:3]=1[C:4]([O:6][CH3:7])=[O:5]. The catalyst is CO.[Pd]. The product is [NH2:12][C:11]1[C:2]([F:1])=[C:3]([C:8]([F:15])=[CH:9][CH:10]=1)[C:4]([O:6][CH3:7])=[O:5]. The yield is 0.930. (5) The reactants are C([O:5][C:6](=[O:15])[NH:7][C:8]1[CH:13]=[CH:12][CH:11]=[C:10](F)[CH:9]=1)(C)(C)C.C([Li])(C)(C)C.CN([CH:24]=[O:25])C. The catalyst is C1COCC1. The product is [O:15]=[C:6]1[NH:7][C:8]2[CH:9]=[CH:10][CH:11]=[C:12]([CH:24]=[O:25])[C:13]=2[O:5]1. The yield is 0.600. (6) The reactants are [F:1][C:2]1[CH:7]=[CH:6][C:5]([CH3:8])=[CH:4][C:3]=1[O:9][C:10]1[CH:15]=[CH:14][CH:13]=[CH:12][CH:11]=1.BrN1C(=[O:22])CCC1=O.C(OOC(=O)C1C=CC=CC=1)(=O)C1C=CC=CC=1.C[N+]1([O-])CCOCC1. The catalyst is C(Cl)(Cl)(Cl)Cl. The product is [F:1][C:2]1[CH:7]=[CH:6][C:5]([CH:8]=[O:22])=[CH:4][C:3]=1[O:9][C:10]1[CH:11]=[CH:12][CH:13]=[CH:14][CH:15]=1. The yield is 0.0800. (7) The reactants are N([C:3]([O:5][CH2:6]C)=[O:4])=N[C:3]([O:5][CH2:6]C)=[O:4].[CH3:13][O:14][C:15]1[CH:16]=[C:17]2[C:22](=[CH:23][C:24]=1OCCCS(C)(=O)=O)[N:21]=[CH:20][NH:19][C:18]2=[O:33].[Br:34][CH2:35][CH2:36][CH2:37][OH:38].C1(P([C:52]2[CH:57]=[CH:56]C=CC=2)C2C=CC=CC=2)C=CC=CC=1.[CH2:58](Cl)Cl. No catalyst specified. The product is [Br:34][CH2:35][CH2:36][CH2:37][O:38][C:24]1[CH:23]=[C:22]2[C:17]([C:18](=[O:33])[N:19]([CH2:6][O:5][C:3](=[O:4])[C:57]([CH3:56])([CH3:52])[CH3:58])[CH:20]=[N:21]2)=[CH:16][C:15]=1[O:14][CH3:13]. The yield is 0.860.